Task: Binary Classification. Given a drug SMILES string, predict its activity (active/inactive) in a high-throughput screening assay against a specified biological target.. Dataset: Tyrosyl-DNA phosphodiesterase HTS with 341,365 compounds (1) The drug is Clc1ccc(OCCN(C(=O)CN2C(=O)C3(NC2=O)CCCC3)C)cc1. The result is 0 (inactive). (2) The drug is Fc1ccc(N2CC(C(=O)N3CC(CC(C3)C)C)CC2=O)cc1. The result is 0 (inactive). (3) The drug is s1c(N(CCCN(C)C)C(=O)c2occc2)nc2c1cccc2F. The result is 0 (inactive). (4) The drug is O(Cc1c(onc1C)C)c1ccc(CC(=O)NCCc2ncccc2)cc1. The result is 0 (inactive). (5) The drug is s1c(n2c(=O)c3c4c(c2=O)cccc4ccc3)nnc1CC. The result is 0 (inactive). (6) The compound is O=C(Cn1c2c(n(CCCC)c1=N)cccc2)c1occc1. The result is 0 (inactive).